This data is from Cav3 T-type calcium channel HTS with 100,875 compounds. The task is: Binary Classification. Given a drug SMILES string, predict its activity (active/inactive) in a high-throughput screening assay against a specified biological target. The drug is Fc1ccc(Cn2nnnc2C(N2CCN(CC2)c2ccccc2)c2ccc(OC)cc2)cc1. The result is 1 (active).